Predict the reactants needed to synthesize the given product. From a dataset of Full USPTO retrosynthesis dataset with 1.9M reactions from patents (1976-2016). (1) Given the product [F:12][C:13]1[CH:14]=[C:15]([C:2]2[CH:11]=[CH:10][C:9]3[C:4](=[CH:5][CH:6]=[CH:7][CH:8]=3)[CH:3]=2)[CH:16]=[CH:17][C:18]=1[O:19][CH3:20], predict the reactants needed to synthesize it. The reactants are: Br[C:2]1[CH:11]=[CH:10][C:9]2[C:4](=[CH:5][CH:6]=[CH:7][CH:8]=2)[CH:3]=1.[F:12][C:13]1[CH:14]=[C:15](B(O)O)[CH:16]=[CH:17][C:18]=1[O:19][CH3:20]. (2) Given the product [O:15]1[C:16]2[CH:21]=[CH:20][CH:19]=[CH:18][C:17]=2[CH:13]([NH:12][C:7]2[CH:6]=[CH:5][C:4]3[C:9](=[CH:10][CH:11]=[C:2]([NH:22][C:23]4[CH:28]=[CH:27][CH:26]=[C:25]([CH3:29])[N:24]=4)[CH:3]=3)[N:8]=2)[CH2:14]1, predict the reactants needed to synthesize it. The reactants are: Br[C:2]1[CH:3]=[C:4]2[C:9](=[CH:10][CH:11]=1)[N:8]=[C:7]([NH:12][CH:13]1[C:17]3[CH:18]=[CH:19][CH:20]=[CH:21][C:16]=3[O:15][CH2:14]1)[CH:6]=[CH:5]2.[NH2:22][C:23]1[CH:28]=[CH:27][CH:26]=[C:25]([CH3:29])[N:24]=1. (3) Given the product [OH:13][CH:8]([C:7]([O:26][C:20]1[CH:25]=[CH:24][CH:23]=[CH:22][CH:21]=1)([C:14]1[CH:19]=[CH:18][CH:17]=[CH:16][CH:15]=1)[C:1]1[CH:2]=[CH:3][CH:4]=[CH:5][CH:6]=1)[C:9]([O:11][CH3:12])=[O:10], predict the reactants needed to synthesize it. The reactants are: [C:1]1([C:7]2([C:14]3[CH:19]=[CH:18][CH:17]=[CH:16][CH:15]=3)[O:13][CH:8]2[C:9]([O:11][CH3:12])=[O:10])[CH:6]=[CH:5][CH:4]=[CH:3][CH:2]=1.[C:20]1([OH:26])[CH:25]=[CH:24][CH:23]=[CH:22][CH:21]=1. (4) Given the product [Br:1][C:2]1[CH:7]=[N:6][C:5]2[N:8]3[CH2:12][CH2:11][CH2:10][C@H:9]3[C:13](=[O:14])[NH:18][C:4]=2[CH:3]=1, predict the reactants needed to synthesize it. The reactants are: [Br:1][C:2]1[CH:3]=[C:4]([N+:18]([O-])=O)[C:5]([N:8]2[CH2:12][CH2:11][CH2:10][C@H:9]2[C:13](OCC)=[O:14])=[N:6][CH:7]=1.P(OC1C=CC=CC=1)(OC1C=CC=CC=1)OC1C=CC=CC=1. (5) Given the product [I-:31].[CH2:18]([O:17][C:16]([NH:15][C:12]1[CH:13]=[CH:14][C:9]([C:8]2[CH:7]=[CH:6][N+:5]([CH3:30])=[CH:4][C:3]=2[O:2][CH3:1])=[CH:10][C:11]=1[O:26][CH:27]([CH3:29])[CH3:28])=[O:25])[C:19]1[CH:20]=[CH:21][CH:22]=[CH:23][CH:24]=1, predict the reactants needed to synthesize it. The reactants are: [CH3:1][O:2][C:3]1[CH:4]=[N:5][CH:6]=[CH:7][C:8]=1[C:9]1[CH:14]=[CH:13][C:12]([NH:15][C:16](=[O:25])[O:17][CH2:18][C:19]2[CH:24]=[CH:23][CH:22]=[CH:21][CH:20]=2)=[C:11]([O:26][CH:27]([CH3:29])[CH3:28])[CH:10]=1.[CH3:30][I:31]. (6) Given the product [C:29]([O:28][C:26]([NH:25][CH:22]1[CH2:23][CH2:24][CH:19]([N:11]([C@@H:9]2[CH2:10][C@H:8]2[C:5]2[CH:6]=[N:7][C:2]([NH:40][CH2:39][C:35]3[CH:36]=[CH:37][CH:38]=[C:33]([CH3:41])[CH:34]=3)=[CH:3][CH:4]=2)[C:12](=[O:18])[O:13][C:14]([CH3:17])([CH3:16])[CH3:15])[CH2:20][CH2:21]1)=[O:27])([CH3:32])([CH3:31])[CH3:30], predict the reactants needed to synthesize it. The reactants are: Br[C:2]1[N:7]=[CH:6][C:5]([C@@H:8]2[CH2:10][C@H:9]2[N:11]([CH:19]2[CH2:24][CH2:23][CH:22]([NH:25][C:26]([O:28][C:29]([CH3:32])([CH3:31])[CH3:30])=[O:27])[CH2:21][CH2:20]2)[C:12](=[O:18])[O:13][C:14]([CH3:17])([CH3:16])[CH3:15])=[CH:4][CH:3]=1.[C:33]1([CH3:41])[CH:38]=[CH:37][CH:36]=[C:35]([CH2:39][NH2:40])[CH:34]=1.CC(C)([O-])C.[Na+].C1C=CC(P(C2C(C3C(P(C4C=CC=CC=4)C4C=CC=CC=4)=CC=C4C=3C=CC=C4)=C3C(C=CC=C3)=CC=2)C2C=CC=CC=2)=CC=1. (7) Given the product [C:1]([O:5][C:6]([N:8]1[CH2:11][CH:10]([CH:12]2[CH2:13][CH2:14][O:15][CH2:16][CH2:17]2)[CH2:9]1)=[O:7])([CH3:4])([CH3:2])[CH3:3], predict the reactants needed to synthesize it. The reactants are: [C:1]([O:5][C:6]([N:8]1[CH2:11][CH:10]([C:12]2[CH2:13][CH2:14][O:15][CH2:16][CH:17]=2)[CH2:9]1)=[O:7])([CH3:4])([CH3:3])[CH3:2]. (8) The reactants are: C[O:2][C:3]1[CH:4]=[C:5]2[C:10](=[CH:11][CH:12]=1)[CH:9]=[C:8]([C:13]1[N:14]([CH2:24][C:25]3[CH:30]=[CH:29][C:28]([C:31]([F:34])([F:33])[F:32])=[CH:27][CH:26]=3)[C:15]([C:18]3[CH:23]=[CH:22][CH:21]=[CH:20][CH:19]=3)=[CH:16][CH:17]=1)[CH:7]=[CH:6]2.Cl.N1C=CC=CC=1. Given the product [C:18]1([C:15]2[N:14]([CH2:24][C:25]3[CH:26]=[CH:27][C:28]([C:31]([F:34])([F:33])[F:32])=[CH:29][CH:30]=3)[C:13]([C:8]3[CH:9]=[C:10]4[C:5](=[CH:6][CH:7]=3)[CH:4]=[C:3]([OH:2])[CH:12]=[CH:11]4)=[CH:17][CH:16]=2)[CH:19]=[CH:20][CH:21]=[CH:22][CH:23]=1, predict the reactants needed to synthesize it.